Dataset: Forward reaction prediction with 1.9M reactions from USPTO patents (1976-2016). Task: Predict the product of the given reaction. (1) Given the reactants [CH3:1][O:2][C:3]([C:5]1[CH:6]=[N:7][C:8]([N:11]2[CH2:36][CH2:35][C:14]3[NH:15][C:16]4[CH:17]=[CH:18][C:19]([C:22]5[CH:27]=[CH:26][CH:25]=[C:24]([CH2:28][N:29]6[CH2:34][CH2:33][NH:32][CH2:31][CH2:30]6)[CH:23]=5)=[CH:20][C:21]=4[C:13]=3[CH2:12]2)=[N:9][CH:10]=1)=[O:4].[C:37](OC(=O)C)(=[O:39])[CH3:38], predict the reaction product. The product is: [CH3:1][O:2][C:3]([C:5]1[CH:6]=[N:7][C:8]([N:11]2[CH2:36][CH2:35][C:14]3[NH:15][C:16]4[CH:17]=[CH:18][C:19]([C:22]5[CH:27]=[CH:26][CH:25]=[C:24]([CH2:28][N:29]6[CH2:30][CH2:31][N:32]([C:37](=[O:39])[CH3:38])[CH2:33][CH2:34]6)[CH:23]=5)=[CH:20][C:21]=4[C:13]=3[CH2:12]2)=[N:9][CH:10]=1)=[O:4]. (2) Given the reactants [CH2:1]([C:3]1[C:7]([O:8][C:9]2[CH:10]=[C:11]([C:17]#[N:18])[CH:12]=[C:13]([CH:16]=2)[C:14]#[N:15])=[C:6]([CH2:19][CH3:20])[N:5]([CH2:21][CH2:22][O:23][CH2:24][O:25][CH2:26][CH2:27][O:28][CH3:29])[N:4]=1)[CH3:2].[OH-:30].[Na+], predict the reaction product. The product is: [C:14]([C:13]1[CH:12]=[C:11]([CH:10]=[C:9]([O:8][C:7]2[C:3]([CH2:1][CH3:2])=[N:4][N:5]([CH2:21][CH2:22][O:23][CH2:24][O:25][CH2:26][CH2:27][O:28][CH3:29])[C:6]=2[CH2:19][CH3:20])[CH:16]=1)[C:17]([NH2:18])=[O:30])#[N:15].